Dataset: Forward reaction prediction with 1.9M reactions from USPTO patents (1976-2016). Task: Predict the product of the given reaction. (1) Given the reactants [F:1][C:2]1[CH:7]=[CH:6][C:5]([NH:8][C:9]2[N:10]([CH3:25])[C:11]3[C:20]4[C:19](=[O:21])[NH:18][C:17]([CH3:22])=[C:16]([CH3:23])[C:15]=4[CH:14]=[CH:13][C:12]=3[N:24]=2)=[C:4]([CH3:26])[CH:3]=1.[O:27]1CCOCC1, predict the reaction product. The product is: [F:1][C:2]1[CH:7]=[CH:6][C:5]([NH:8][C:9]2[N:10]([CH3:25])[C:11]3[C:20]4[C:19](=[O:21])[NH:18][C:17]([CH:22]=[O:27])=[C:16]([CH3:23])[C:15]=4[CH:14]=[CH:13][C:12]=3[N:24]=2)=[C:4]([CH3:26])[CH:3]=1. (2) The product is: [Cl:44][C:45]1[CH:46]=[C:47]2[C:51](=[CH:52][CH:53]=1)[NH:50][C:49]([C:54]([NH:56][CH:57]1[CH2:66][C:65]3[C:60](=[CH:61][CH:62]=[CH:63][CH:64]=3)[N:59]([CH2:67][C@@H:68]3[CH2:21][O:22][C:6]([CH3:5])([CH3:1])[O:75]3)[C:58]1=[O:76])=[O:55])=[CH:48]2. Given the reactants [CH:1]1C=CC2N(O)N=N[C:5]=2[CH:6]=1.ClC1C=C2C(=CC=1)NC([C:21](O)=[O:22])=C2.CCN(C(C)C)C(C)C.CCN=C=NCCCN(C)C.[Cl:44][C:45]1[CH:46]=[C:47]2[C:51](=[CH:52][CH:53]=1)[NH:50][C:49]([C:54]([NH:56][CH:57]1[CH2:66][C:65]3[C:60](=[CH:61][CH:62]=[CH:63][CH:64]=3)[N:59]([CH2:67][C:68](=[O:75])NC3SC=NN=3)[C:58]1=[O:76])=[O:55])=[CH:48]2, predict the reaction product. (3) Given the reactants C([O:3][C:4]([C:6]1[S:10][C:9]([N:11]2[C:15]3[CH:16]=[C:17]([O:22][CH3:23])[C:18]([O:20][CH3:21])=[CH:19][C:14]=3[N:13]=[CH:12]2)=[N:8][C:7]=1[C:24]1[CH:29]=[CH:28][CH:27]=[CH:26][CH:25]=1)=O)C.[NH3:30], predict the reaction product. The product is: [CH3:21][O:20][C:18]1[C:17]([O:22][CH3:23])=[CH:16][C:15]2[N:11]([C:9]3[S:10][C:6]([C:4]([NH2:30])=[O:3])=[C:7]([C:24]4[CH:29]=[CH:28][CH:27]=[CH:26][CH:25]=4)[N:8]=3)[CH:12]=[N:13][C:14]=2[CH:19]=1.